Dataset: Catalyst prediction with 721,799 reactions and 888 catalyst types from USPTO. Task: Predict which catalyst facilitates the given reaction. (1) Reactant: [CH3:1][O:2][C:3](=[O:40])[CH2:4][O:5][C:6]1[CH:11]=[C:10]([CH3:12])[C:9]([S:13]([C:16]2[C:24]3[NH:23][C:22]([S:25][CH2:26][C:27]4[C:32]([CH3:33])=[C:31]([O:34][CH3:35])[C:30]([CH3:36])=[CH:29][N:28]=4)=[N:21][C:20]=3[CH:19]=[CH:18][C:17]=2[O:37][CH3:38])(=[O:15])=[O:14])=[C:8]([CH3:39])[CH:7]=1.ClC1C=C(C=CC=1)C(OO)=[O:46]. Product: [CH3:1][O:2][C:3](=[O:40])[CH2:4][O:5][C:6]1[CH:11]=[C:10]([CH3:12])[C:9]([S:13]([C:16]2[C:24]3[NH:23][C:22]([S:25]([CH2:26][C:27]4[C:32]([CH3:33])=[C:31]([O:34][CH3:35])[C:30]([CH3:36])=[CH:29][N:28]=4)=[O:46])=[N:21][C:20]=3[CH:19]=[CH:18][C:17]=2[O:37][CH3:38])(=[O:15])=[O:14])=[C:8]([CH3:39])[CH:7]=1. The catalyst class is: 54. (2) The catalyst class is: 549. Reactant: [I-].[CH3:2][S+](C)(C)=O.[H-].[Na+].[CH3:9][CH:10]1[CH2:15][C:14](=[O:16])[CH2:13][CH2:12][N:11]1[C:17]([O:19][C:20]([CH3:23])([CH3:22])[CH3:21])=[O:18].O. Product: [CH3:9][CH:10]1[N:11]([C:17]([O:19][C:20]([CH3:22])([CH3:21])[CH3:23])=[O:18])[CH2:12][CH2:13][C:14]2([O:16][CH2:2]2)[CH2:15]1. (3) Reactant: [F:1][C:2]1[CH:3]=[C:4]([NH:8][C:9]2[N:14]=[C:13]([NH:15][CH2:16][CH2:17][CH3:18])[C:12]([C:19]#[C:20][Si](C)(C)C)=[CH:11][N:10]=2)[CH:5]=[CH:6][CH:7]=1.C(=O)([O-])[O-].[K+].[K+].C(OCC)(=O)C.[Cl-].[NH4+]. Product: [C:19]([C:12]1[C:13]([NH:15][CH2:16][CH2:17][CH3:18])=[N:14][C:9]([NH:8][C:4]2[CH:5]=[CH:6][CH:7]=[C:2]([F:1])[CH:3]=2)=[N:10][CH:11]=1)#[CH:20]. The catalyst class is: 111. (4) The catalyst class is: 4. Product: [C:6]([CH2:8][C:9]1[CH:10]=[CH:11][C:12]([O:15][C:16]([C:18]2[CH:27]=[CH:26][C:25]3[C:24](=[O:28])[CH2:23][CH2:22][C:21]([CH3:30])([CH3:29])[C:20]=3[CH:19]=2)=[O:17])=[CH:13][CH:14]=1)([OH:7])=[O:5]. Reactant: C([O:5][C:6]([CH2:8][C:9]1[CH:14]=[CH:13][C:12]([O:15][C:16]([C:18]2[CH:27]=[CH:26][C:25]3[C:24](=[O:28])[CH2:23][CH2:22][C:21]([CH3:30])([CH3:29])[C:20]=3[CH:19]=2)=[O:17])=[CH:11][CH:10]=1)=[O:7])(C)(C)C.FC(F)(F)C(O)=O.C(OCC)(=O)C.